Task: Predict the reactants needed to synthesize the given product.. Dataset: Full USPTO retrosynthesis dataset with 1.9M reactions from patents (1976-2016) (1) The reactants are: [C:1]([C:5]([NH:7][C:8]1[CH:13]=[CH:12][CH:11]=[C:10]([C:14]2[C:23]3[C:18](=[CH:19][CH:20]=[CH:21][CH:22]=3)[C:17]([CH3:24])=[CH:16][CH:15]=2)[N:9]=1)=[O:6])([CH3:4])([CH3:3])[CH3:2].Br[N:26]1C(=O)CC[C:27]1=O. Given the product [C:1]([C:5]([NH:7][C:8]1[CH:13]=[CH:12][CH:11]=[C:10]([C:14]2[C:23]3[C:18](=[CH:19][CH:20]=[CH:21][CH:22]=3)[C:17]([CH2:24][C:27]#[N:26])=[CH:16][CH:15]=2)[N:9]=1)=[O:6])([CH3:4])([CH3:3])[CH3:2], predict the reactants needed to synthesize it. (2) Given the product [Cl:20][CH2:2][C:3]([O:5][C:22]1[CH:23]=[C:24]([CH2:25][NH:26]/[CH:27]=[C:28]2\[C:29](=[O:40])[NH:30][C:31](=[O:39])[C:32]3[C:37]\2=[CH:36][C:35]([I:38])=[CH:34][CH:33]=3)[CH:41]=[CH:42][C:43]=1[O:44][CH2:45][CH2:46][CH3:47])=[O:4], predict the reactants needed to synthesize it. The reactants are: I[CH2:2][C:3]([OH:5])=[O:4].CN1CCOCC1.C(OC([Cl:20])=O)C(C)C.O[C:22]1[CH:23]=[C:24]([CH:41]=[CH:42][C:43]=1[O:44][CH2:45][CH2:46][CH3:47])[CH2:25][NH:26]/[CH:27]=[C:28]1\[C:29](=[O:40])[NH:30][C:31](=[O:39])[C:32]2[C:37]\1=[CH:36][C:35]([I:38])=[CH:34][CH:33]=2.C(O)(=O)CC(CC(O)=O)(C(O)=O)O. (3) The reactants are: C[Si](C)(C)CCOC[N:7]1[C:11]2=[N:12][CH:13]=[CH:14][C:15]([C:16]3[N:20]=[C:19]([C:21]4[CH:22]=[C:23]([CH:26]=[CH:27][CH:28]=4)[C:24]#[N:25])[O:18][N:17]=3)=[C:10]2[CH:9]=[CH:8]1.[C:31]([OH:37])([C:33]([F:36])([F:35])[F:34])=[O:32].CO. Given the product [C:31]([OH:37])([C:33]([F:36])([F:35])[F:34])=[O:32].[NH:7]1[C:11]2=[N:12][CH:13]=[CH:14][C:15]([C:16]3[N:20]=[C:19]([C:21]4[CH:22]=[C:23]([CH:26]=[CH:27][CH:28]=4)[C:24]#[N:25])[O:18][N:17]=3)=[C:10]2[CH:9]=[CH:8]1, predict the reactants needed to synthesize it. (4) The reactants are: [Cl:1][C:2]1[CH:3]=[C:4]2[C:8](=[CH:9][C:10]=1[Cl:11])[NH:7][C:6]([C:12]([OH:14])=O)=[CH:5]2.C[O:16][C:17](=[O:36])[CH2:18][CH2:19][C:20]1[CH:25]=[CH:24][C:23]([O:26][C:27]2[CH:32]=[CH:31][CH:30]=[C:29]([CH2:33][NH2:34])[CH:28]=2)=[CH:22][C:21]=1[CH3:35]. Given the product [Cl:1][C:2]1[CH:3]=[C:4]2[C:8](=[CH:9][C:10]=1[Cl:11])[NH:7][C:6]([C:12]([NH:34][CH2:33][C:29]1[CH:28]=[C:27]([CH:32]=[CH:31][CH:30]=1)[O:26][C:23]1[CH:24]=[CH:25][C:20]([CH2:19][CH2:18][C:17]([OH:36])=[O:16])=[C:21]([CH3:35])[CH:22]=1)=[O:14])=[CH:5]2, predict the reactants needed to synthesize it.